From a dataset of Catalyst prediction with 721,799 reactions and 888 catalyst types from USPTO. Predict which catalyst facilitates the given reaction. (1) Reactant: [Cl:1][CH2:2][CH2:3][CH2:4][O:5][C:6]1[CH:11]=[CH:10][C:9]([C:12]2[S:13][C:14]3[CH:19]=[CH:18][N:17]=[CH:16][C:15]=3[N:20]=2)=[CH:8][CH:7]=1.C(Cl)(=O)C.[BH4-].[Na+].C(O)C. Product: [Cl:1][CH2:2][CH2:3][CH2:4][O:5][C:6]1[CH:11]=[CH:10][C:9]([C:12]2[S:13][C:14]3[CH2:19][CH2:18][NH:17][CH2:16][C:15]=3[N:20]=2)=[CH:8][CH:7]=1. The catalyst class is: 30. (2) Reactant: [NH2:1][CH2:2][C:3]1([OH:8])[CH2:7][CH2:6][CH2:5][CH2:4]1.[CH3:9][C:10]([CH3:15])([CH3:14])[CH2:11][CH:12]=O.[S-:16][C:17]#[N:18].[K+].II. Product: [C:10]([C:11]1[S:16][C:17](=[NH:18])[N:1]([CH2:2][C:3]2([OH:8])[CH2:7][CH2:6][CH2:5][CH2:4]2)[CH:12]=1)([CH3:15])([CH3:14])[CH3:9]. The catalyst class is: 10. (3) Reactant: Cl[C:2]1[N:7]=[CH:6][C:5]([C:8](=[O:10])[CH3:9])=[CH:4][CH:3]=1.[NH:11]1[CH2:16][CH2:15][O:14][CH2:13][CH2:12]1. Product: [N:11]1([C:2]2[N:7]=[CH:6][C:5]([C:8](=[O:10])[CH3:9])=[CH:4][CH:3]=2)[CH2:16][CH2:15][O:14][CH2:13][CH2:12]1. The catalyst class is: 14. (4) Reactant: C(OC([N:6]1[CH2:12][CH:11]([NH2:13])[C:10]2=[N:14][C:15]([C:19]3[CH:24]=[CH:23][N:22]=[CH:21][N:20]=3)=[CH:16][C:17](=[O:18])[N:9]2[CH2:8][CH2:7]1)=O)C.[BrH:25]. Product: [BrH:25].[BrH:25].[NH2:13][CH:11]1[C:10]2=[N:14][C:15]([C:19]3[CH:24]=[CH:23][N:22]=[CH:21][N:20]=3)=[CH:16][C:17](=[O:18])[N:9]2[CH2:8][CH2:7][NH:6][CH2:12]1. The catalyst class is: 15. (5) Reactant: [N+:1]([C:4]1[CH:5]=[C:6]([C:15]2[CH:20]=[CH:19][C:18]([C:21]([OH:23])=[O:22])=[CH:17][CH:16]=2)[CH:7]=[C:8]([CH2:10][O:11][CH2:12][CH2:13][CH3:14])[CH:9]=1)([O-:3])=[O:2].[C:24](=O)([O-])[O-].[Cs+].[Cs+].IC. Product: [CH3:24][O:22][C:21]([C:18]1[CH:19]=[CH:20][C:15]([C:6]2[CH:7]=[C:8]([CH2:10][O:11][CH2:12][CH2:13][CH3:14])[CH:9]=[C:4]([N+:1]([O-:3])=[O:2])[CH:5]=2)=[CH:16][CH:17]=1)=[O:23]. The catalyst class is: 31.